Dataset: NCI-60 drug combinations with 297,098 pairs across 59 cell lines. Task: Regression. Given two drug SMILES strings and cell line genomic features, predict the synergy score measuring deviation from expected non-interaction effect. (1) Drug 1: CN1CCC(CC1)COC2=C(C=C3C(=C2)N=CN=C3NC4=C(C=C(C=C4)Br)F)OC. Drug 2: CC1=C(C=C(C=C1)C(=O)NC2=CC(=CC(=C2)C(F)(F)F)N3C=C(N=C3)C)NC4=NC=CC(=N4)C5=CN=CC=C5. Cell line: OVCAR-8. Synergy scores: CSS=9.18, Synergy_ZIP=3.63, Synergy_Bliss=8.03, Synergy_Loewe=2.87, Synergy_HSA=4.51. (2) Drug 1: CN(C)C1=NC(=NC(=N1)N(C)C)N(C)C. Drug 2: CC(C1=C(C=CC(=C1Cl)F)Cl)OC2=C(N=CC(=C2)C3=CN(N=C3)C4CCNCC4)N. Cell line: OVCAR-4. Synergy scores: CSS=-4.20, Synergy_ZIP=1.71, Synergy_Bliss=-2.29, Synergy_Loewe=-4.79, Synergy_HSA=-5.86.